Dataset: Catalyst prediction with 721,799 reactions and 888 catalyst types from USPTO. Task: Predict which catalyst facilitates the given reaction. (1) Reactant: [CH2:1]([N:8]1[CH2:13][CH2:12][N:11]([CH2:14][CH:15]([OH:30])[CH2:16][N:17]2[C:29]3[CH:28]=[CH:27][CH:26]=[CH:25][C:24]=3[C:23]3[C:18]2=[CH:19][CH:20]=[CH:21][CH:22]=3)[CH2:10][CH2:9]1)[C:2]1[CH:7]=[CH:6][CH:5]=[CH:4][CH:3]=1.[H-].[Na+].CI.[CH2:35](Cl)Cl.CO. Product: [CH2:1]([N:8]1[CH2:13][CH2:12][N:11]([CH2:14][CH:15]([O:30][CH3:35])[CH2:16][N:17]2[C:18]3[CH:19]=[CH:20][CH:21]=[CH:22][C:23]=3[C:24]3[C:29]2=[CH:28][CH:27]=[CH:26][CH:25]=3)[CH2:10][CH2:9]1)[C:2]1[CH:3]=[CH:4][CH:5]=[CH:6][CH:7]=1. The catalyst class is: 1. (2) Reactant: C[Si]([N-][Si](C)(C)C)(C)C.[Li+].[CH2:11](P(=O)(OCC)OCC)[CH:12]=[CH:13][C:14]1[CH:19]=[CH:18][CH:17]=[CH:16][CH:15]=1.[C:28]([N:35]1[CH2:40][CH2:39][C:38](=O)[CH2:37][CH2:36]1)([O:30][C:31]([CH3:34])([CH3:33])[CH3:32])=[O:29]. Product: [C:14]1(/[CH:13]=[CH:12]/[CH:11]=[C:38]2[CH2:39][CH2:40][N:35]([C:28]([O:30][C:31]([CH3:34])([CH3:33])[CH3:32])=[O:29])[CH2:36][CH2:37]2)[CH:15]=[CH:16][CH:17]=[CH:18][CH:19]=1. The catalyst class is: 1. (3) Reactant: S(Cl)([Cl:3])=O.[CH3:5][C:6]1[CH:11]=[C:10]([CH2:12]O)[CH:9]=[CH:8][N:7]=1.C([O-])([O-])=O.[Na+].[Na+].[O-]S([O-])(=O)=O.[Mg+2].[I-].[Na+].[C:28]1([P:34]([C:41]2[CH:46]=[CH:45][CH:44]=[CH:43][CH:42]=2)[C:35]2[CH:40]=[CH:39][CH:38]=[CH:37][CH:36]=2)[CH:33]=[CH:32][CH:31]=[CH:30][CH:29]=1. Product: [Cl-:3].[CH3:5][C:6]1[CH:11]=[C:10]([CH2:12][P+:34]([C:35]2[CH:36]=[CH:37][CH:38]=[CH:39][CH:40]=2)([C:41]2[CH:46]=[CH:45][CH:44]=[CH:43][CH:42]=2)[C:28]2[CH:29]=[CH:30][CH:31]=[CH:32][CH:33]=2)[CH:9]=[CH:8][N:7]=1. The catalyst class is: 390. (4) Reactant: [CH:1]1([N:4]2[C:12]3[CH:11]=[CH:10][N:9]=[CH:8][C:7]=3[C:6]([NH:13][C:14]3[CH:19]=[CH:18][C:17]([I:20])=[CH:16][C:15]=3[F:21])=[C:5]2[C:22](O)=[O:23])[CH2:3][CH2:2]1.[CH3:25][C:26]1([CH3:34])[O:30][CH:29]([CH2:31][O:32][NH2:33])[CH2:28][O:27]1.F[P-](F)(F)(F)(F)F.C[N+](C)=C(N(C)C)ON1C2N=CC=CC=2N=N1.C(N(CC)C(C)C)(C)C. Product: [CH3:25][C:26]1([CH3:34])[O:30][CH:29]([CH2:31][O:32][NH:33][C:22]([C:5]2[N:4]([CH:1]3[CH2:2][CH2:3]3)[C:12]3[CH:11]=[CH:10][N:9]=[CH:8][C:7]=3[C:6]=2[NH:13][C:14]2[CH:19]=[CH:18][C:17]([I:20])=[CH:16][C:15]=2[F:21])=[O:23])[CH2:28][O:27]1. The catalyst class is: 9. (5) Reactant: [C:1](Cl)(=[O:6])[C:2]([CH3:5])([CH3:4])[CH3:3].Cl.[CH2:9]([O:11][C:12]([C:14]1[N:15]([CH2:36][C:37]2[CH:42]=[CH:41][CH:40]=[C:39]([O:43][C:44]([F:47])([F:46])[F:45])[CH:38]=2)[C:16]2[C:21]([C:22]=1[C:23]1[CH:28]=[CH:27][CH:26]=[CH:25][CH:24]=1)=[CH:20][CH:19]=[C:18]([C:29]1[CH:34]=[CH:33][CH:32]=[C:31]([NH2:35])[CH:30]=1)[CH:17]=2)=[O:13])[CH3:10].CCN(CC)CC. Product: [CH2:9]([O:11][C:12]([C:14]1[N:15]([CH2:36][C:37]2[CH:42]=[CH:41][CH:40]=[C:39]([O:43][C:44]([F:47])([F:45])[F:46])[CH:38]=2)[C:16]2[C:21]([C:22]=1[C:23]1[CH:24]=[CH:25][CH:26]=[CH:27][CH:28]=1)=[CH:20][CH:19]=[C:18]([C:29]1[CH:34]=[CH:33][CH:32]=[C:31]([NH:35][C:1](=[O:6])[C:2]([CH3:5])([CH3:4])[CH3:3])[CH:30]=1)[CH:17]=2)=[O:13])[CH3:10]. The catalyst class is: 79.